From a dataset of Full USPTO retrosynthesis dataset with 1.9M reactions from patents (1976-2016). Predict the reactants needed to synthesize the given product. (1) Given the product [Cl:1][C:2]1[CH:3]=[C:4]([O:10][CH3:11])[C:5]([CH:20]=[O:22])=[C:6]([O:8][CH3:9])[CH:7]=1, predict the reactants needed to synthesize it. The reactants are: [Cl:1][C:2]1[CH:7]=[C:6]([O:8][CH3:9])[CH:5]=[C:4]([O:10][CH3:11])[CH:3]=1.CN(CCN(C)C)C.[CH2:20]([O:22]CC)C.[Li]CCCC.Cl. (2) The reactants are: CO[C:3]1[CH:8]=[C:7]([O:9]C)[CH:6]=[CH:5][C:4]=1[C:11]1[CH:20]=[CH:19][C:18]([N+:21]([O-:23])=[O:22])=[CH:17][C:12]=1[C:13]([O:15]C)=[O:14].B(Br)(Br)Br.CO. Given the product [OH:9][C:7]1[CH:8]=[C:3]2[C:4]([C:11]3[CH:20]=[CH:19][C:18]([N+:21]([O-:23])=[O:22])=[CH:17][C:12]=3[C:13](=[O:14])[O:15]2)=[CH:5][CH:6]=1, predict the reactants needed to synthesize it. (3) The reactants are: Cl.Cl.[NH2:3][CH2:4][CH2:5][CH2:6][CH2:7][CH2:8][CH2:9][CH2:10][N:11]1[CH2:16][CH2:15][CH:14]([C:17]2[C:25]3[C:20](=[CH:21][CH:22]=[C:23]([OH:26])[CH:24]=3)[NH:19][CH:18]=2)[CH2:13][CH2:12]1.[C:27](OC(=O)C)(=[O:29])[CH3:28].CCOC(C)=O. Given the product [C:27]([CH:4]([NH2:3])[CH2:5][CH2:6][CH2:7][CH2:8][CH2:9][CH2:10][N:11]1[CH2:16][CH2:15][CH:14]([C:17]2[C:25]3[C:20](=[CH:21][CH:22]=[C:23]([OH:26])[CH:24]=3)[NH:19][CH:18]=2)[CH2:13][CH2:12]1)(=[O:29])[CH3:28], predict the reactants needed to synthesize it. (4) Given the product [Si:1]([O:8][CH2:9][CH2:10][N:11]([C:38]#[N:37])[C:12]1[CH:13]=[CH:14][C:15]([NH:18][C:19]([C:21]2[C:26]([NH:27][C:28](=[O:36])[C:29]3[CH:30]=[CH:31][C:32]([Cl:35])=[CH:33][CH:34]=3)=[N:25][CH:24]=[CH:23][N:22]=2)=[O:20])=[CH:16][CH:17]=1)([C:4]([CH3:7])([CH3:5])[CH3:6])([CH3:3])[CH3:2], predict the reactants needed to synthesize it. The reactants are: [Si:1]([O:8][CH2:9][CH2:10][NH:11][C:12]1[CH:17]=[CH:16][C:15]([NH:18][C:19]([C:21]2[C:26]([NH:27][C:28](=[O:36])[C:29]3[CH:34]=[CH:33][C:32]([Cl:35])=[CH:31][CH:30]=3)=[N:25][CH:24]=[CH:23][N:22]=2)=[O:20])=[CH:14][CH:13]=1)([C:4]([CH3:7])([CH3:6])[CH3:5])([CH3:3])[CH3:2].[N:37]#[C:38]Br.C(=O)(O)[O-].[Na+]. (5) Given the product [OH:14][CH2:13][C@@H:12]([N:11]([CH2:17][C:18]1[CH:19]=[CH:20][C:21]([O:24][CH3:25])=[CH:22][CH:23]=1)[C:9](=[O:10])[O:8][CH2:1][C:2]1[CH:7]=[CH:6][CH:5]=[CH:4][CH:3]=1)[CH3:16], predict the reactants needed to synthesize it. The reactants are: [CH2:1]([O:8][C:9]([N:11]([CH2:17][C:18]1[CH:23]=[CH:22][C:21]([O:24][CH3:25])=[CH:20][CH:19]=1)[C@@H:12]([CH3:16])[C:13](O)=[O:14])=[O:10])[C:2]1[CH:7]=[CH:6][CH:5]=[CH:4][CH:3]=1. (6) Given the product [OH:1][C:2]1[CH:3]=[CH:4][C:5]2[N:9]=[C:8]([C:10]3[C:22]4[C:21]5[C:16](=[CH:17][CH:18]=[CH:19][CH:20]=5)[CH:15]([NH2:23])[C:14]=4[CH:13]=[CH:12][CH:11]=3)[NH:7][C:6]=2[CH:25]=1, predict the reactants needed to synthesize it. The reactants are: [OH:1][C:2]1[CH:3]=[CH:4][C:5]2[N:9]=[C:8]([C:10]3[C:22]4[C:21]5[C:16](=[CH:17][CH:18]=[CH:19][CH:20]=5)[C:15](=[N:23]O)[C:14]=4[CH:13]=[CH:12][CH:11]=3)[NH:7][C:6]=2[CH:25]=1.